Dataset: Reaction yield outcomes from USPTO patents with 853,638 reactions. Task: Predict the reaction yield, written as a fraction of the theoretical maximum amount of product (1.0 means a 100% yield; for example, 0.34 means a 34% yield). The reactants are [F:1][C:2]1[CH:15]=[CH:14][C:13]([F:16])=[CH:12][C:3]=1[O:4][C:5]1[CH:11]=[CH:10][C:8](N)=[CH:7][CH:6]=1.Cl.N([O-])=O.[Na+].[Na+].[I-:23]. The catalyst is O. The product is [F:1][C:2]1[CH:15]=[CH:14][C:13]([F:16])=[CH:12][C:3]=1[O:4][C:5]1[CH:11]=[CH:10][C:8]([I:23])=[CH:7][CH:6]=1. The yield is 0.780.